This data is from NCI-60 drug combinations with 297,098 pairs across 59 cell lines. The task is: Regression. Given two drug SMILES strings and cell line genomic features, predict the synergy score measuring deviation from expected non-interaction effect. (1) Drug 1: CC1C(C(CC(O1)OC2CC(CC3=C2C(=C4C(=C3O)C(=O)C5=C(C4=O)C(=CC=C5)OC)O)(C(=O)C)O)N)O.Cl. Drug 2: C1CN(CCN1C(=O)CCBr)C(=O)CCBr. Cell line: SNB-75. Synergy scores: CSS=20.1, Synergy_ZIP=-5.58, Synergy_Bliss=0.141, Synergy_Loewe=-4.44, Synergy_HSA=1.78. (2) Drug 1: C1=NC2=C(N1)C(=S)N=CN2. Drug 2: CN(CCCl)CCCl.Cl. Cell line: T-47D. Synergy scores: CSS=34.7, Synergy_ZIP=-7.97, Synergy_Bliss=-5.12, Synergy_Loewe=-3.16, Synergy_HSA=-1.37.